From a dataset of Forward reaction prediction with 1.9M reactions from USPTO patents (1976-2016). Predict the product of the given reaction. (1) Given the reactants BrN1C(=O)CCC1=O.[F:9][C:10]([F:28])([F:27])[C:11]1[CH:16]=[CH:15][C:14]([CH:17]2[NH:21][C:20]3([CH2:25][CH2:24][CH2:23][CH2:22]3)[NH:19][C:18]2=[O:26])=[CH:13][CH:12]=1.C(=O)(O)[O-].[Na+], predict the reaction product. The product is: [F:28][C:10]([F:9])([F:27])[C:11]1[CH:12]=[CH:13][C:14]([C:17]2[C:18](=[O:26])[NH:19][C:20]3([CH2:25][CH2:24][CH2:23][CH2:22]3)[N:21]=2)=[CH:15][CH:16]=1. (2) The product is: [CH:21]1([N:10]2[C:9]3[N:8]=[C:7]([N:3]4[CH:4]=[CH:5][N:6]=[C:2]4[N:28]4[CH2:29][CH2:30][O:26][C:27]4=[O:31])[N:16]=[CH:15][C:14]=3[N:13]([CH3:17])[C:12](=[O:18])[C@H:11]2[CH2:19][CH3:20])[CH2:25][CH2:24][CH2:23][CH2:22]1. Given the reactants Br[C:2]1[N:3]([C:7]2[N:16]=[CH:15][C:14]3[N:13]([CH3:17])[C:12](=[O:18])[C@@H:11]([CH2:19][CH3:20])[N:10]([CH:21]4[CH2:25][CH2:24][CH2:23][CH2:22]4)[C:9]=3[N:8]=2)[CH:4]=[CH:5][N:6]=1.[O:26]1[CH2:30][CH2:29][NH:28][C:27]1=[O:31].CN[C@@H]1CCCC[C@H]1NC.C([O-])([O-])=O.[K+].[K+], predict the reaction product. (3) Given the reactants [OH:1][CH2:2][C@@:3]([C:6]1[CH:25]=[CH:24][C:9]([C:10]([NH:12][C:13]2[N:18]=[CH:17][C:16]3[CH:19]=[CH:20][N:21]([CH2:22][CH3:23])[C:15]=3[CH:14]=2)=[O:11])=[CH:8][C:7]=1[CH3:26])([OH:5])[CH3:4].C1C(=O)N([Cl:34])C(=O)C1, predict the reaction product. The product is: [Cl:34][C:19]1[C:16]2[CH:17]=[N:18][C:13]([NH:12][C:10](=[O:11])[C:9]3[CH:24]=[CH:25][C:6]([C@:3]([OH:5])([CH3:4])[CH2:2][OH:1])=[C:7]([CH3:26])[CH:8]=3)=[CH:14][C:15]=2[N:21]([CH2:22][CH3:23])[CH:20]=1. (4) Given the reactants [CH2:1]([O:3][CH2:4][CH2:5][O:6][C:7]1[C:12]([CH3:13])=[C:11]([CH3:14])[C:10]([C:15]2[CH:20]=[CH:19][CH:18]=[C:17]([CH:21]=O)[CH:16]=2)=[C:9]([CH3:23])[C:8]=1[CH3:24])[CH3:2].[NH2:25][C:26]1[CH:31]=[CH:30][C:29]([CH2:32][CH2:33][C:34]([O:36][CH2:37][CH3:38])=[O:35])=[C:28]([F:39])[CH:27]=1.C(O)(=O)C.C(O[BH-](OC(=O)C)OC(=O)C)(=O)C.[Na+], predict the reaction product. The product is: [CH2:1]([O:3][CH2:4][CH2:5][O:6][C:7]1[C:8]([CH3:24])=[C:9]([CH3:23])[C:10]([C:15]2[CH:20]=[CH:19][CH:18]=[C:17]([CH2:21][NH:25][C:26]3[CH:31]=[CH:30][C:29]([CH2:32][CH2:33][C:34]([O:36][CH2:37][CH3:38])=[O:35])=[C:28]([F:39])[CH:27]=3)[CH:16]=2)=[C:11]([CH3:14])[C:12]=1[CH3:13])[CH3:2].